The task is: Predict the product of the given reaction.. This data is from Forward reaction prediction with 1.9M reactions from USPTO patents (1976-2016). (1) Given the reactants CS(C)=O.[CH3:5]C(C)([O-])C.[Na+].[C:11]([C:13]1[CH:18]=[CH:17][C:16](/[CH:19]=[CH:20]/[C:21]([O:23][C:24]([CH3:27])([CH3:26])[CH3:25])=[O:22])=[CH:15][CH:14]=1)#[N:12].CC(OC)(C)C, predict the reaction product. The product is: [C:11]([C:13]1[CH:18]=[CH:17][C:16]([C@@H:19]2[CH2:5][C@H:20]2[C:21]([O:23][C:24]([CH3:27])([CH3:26])[CH3:25])=[O:22])=[CH:15][CH:14]=1)#[N:12]. (2) Given the reactants [Cl:1][C:2]1[C:3]2[N:4]([CH:12]=[C:13]([C:15]3[S:16][C:17]([C:20]4[CH:25]=[C:24]([Cl:26])[C:23]([O:27]C)=[CH:22][C:21]=4[Cl:29])=[N:18][N:19]=3)[N:14]=2)[CH:5]=[C:6]([C:8]([F:11])([F:10])[F:9])[CH:7]=1.[Al+3].[Cl-].[Cl-].[Cl-].CCS, predict the reaction product. The product is: [Cl:26][C:24]1[CH:25]=[C:20]([C:17]2[S:16][C:15]([C:13]3[N:14]=[C:3]4[C:2]([Cl:1])=[CH:7][C:6]([C:8]([F:10])([F:9])[F:11])=[CH:5][N:4]4[CH:12]=3)=[N:19][N:18]=2)[C:21]([Cl:29])=[CH:22][C:23]=1[OH:27]. (3) Given the reactants [NH2:1][C:2]1[N:6]([CH3:7])[N:5]=[C:4]([C:8]([CH3:11])([CH3:10])[CH3:9])[CH:3]=1.Br[C:13]1[CH:22]=[CH:21][C:20]([O:23][CH3:24])=[CH:19][C:14]=1[C:15]([O:17][CH3:18])=[O:16].C(=O)([O-])[O-].[Cs+].[Cs+].C1C=CC(P(C2C(C3C(P(C4C=CC=CC=4)C4C=CC=CC=4)=CC=C4C=3C=CC=C4)=C3C(C=CC=C3)=CC=2)C2C=CC=CC=2)=CC=1, predict the reaction product. The product is: [C:8]([C:4]1[CH:3]=[C:2]([NH:1][C:13]2[CH:22]=[CH:21][C:20]([O:23][CH3:24])=[CH:19][C:14]=2[C:15]([O:17][CH3:18])=[O:16])[N:6]([CH3:7])[N:5]=1)([CH3:11])([CH3:10])[CH3:9]. (4) Given the reactants [C:1]1([CH:8]=[CH:7][CH:6]=[C:4]([OH:5])[CH:3]=1)[OH:2].[CH3:9][O:10][C:11]1[CH:12]=[C:13]([CH2:19][C:20]([OH:22])=O)[CH:14]=[CH:15][C:16]=1[O:17][CH3:18].P(Cl)(Cl)(Cl)(Cl)Cl.[CH3:29]N(C=O)C, predict the reaction product. The product is: [CH3:9][O:10][C:11]1[CH:12]=[C:13]([C:19]2[C:20](=[O:22])[C:8]3[C:1](=[CH:3][C:4]([OH:5])=[CH:6][CH:7]=3)[O:2][CH:29]=2)[CH:14]=[CH:15][C:16]=1[O:17][CH3:18]. (5) Given the reactants C(=O)([O:7][C:8]1[N:12]([C:13]2[CH:18]=[CH:17][CH:16]=[CH:15][N:14]=2)[N:11]=[C:10]([C:19]2[CH:24]=[CH:23][C:22]([C:25]3[CH:30]=[CH:29][CH:28]=[CH:27][C:26]=3[O:31][C:32]3[CH:37]=[CH:36][CH:35]=[CH:34][CH:33]=3)=[CH:21][CH:20]=2)[CH:9]=1)OC(C)(C)C.C(=O)(OC(C)(C)C)OC1N(C2C=CC=CN=2)N=C(C2C=CC(C3C=CC=CC=3)=CC=2)C=1, predict the reaction product. The product is: [O:31]([C:26]1[CH:27]=[CH:28][CH:29]=[CH:30][C:25]=1[C:22]1[CH:23]=[CH:24][C:19]([C:10]2[CH:9]=[C:8]([OH:7])[N:12]([C:13]3[CH:18]=[CH:17][CH:16]=[CH:15][N:14]=3)[N:11]=2)=[CH:20][CH:21]=1)[C:32]1[CH:37]=[CH:36][CH:35]=[CH:34][CH:33]=1. (6) The product is: [Cl:24][C:22]1[N:21]=[CH:20][C:19]2[C@:15]3([C@H:26]([CH2:28][C:29]([CH3:32])([CH3:31])[CH3:30])[N:27]4[C@H:44]([CH2:43][OH:46])[N:10]([C:7]5[CH:8]=[CH:9][C:4]([C:1]([NH2:2])=[O:3])=[CH:5][C:6]=5[O:41][CH3:42])[C:11](=[O:12])[C@H:13]4[C@@H:14]3[C:33]3[CH:38]=[CH:37][CH:36]=[C:35]([Cl:39])[C:34]=3[F:40])[C:16](=[O:25])[N:17]([CH:56]([OH:57])[CH2:55][OH:54])[C:18]=2[CH:23]=1. Given the reactants [C:1]([C:4]1[CH:9]=[CH:8][C:7]([NH:10][C:11]([C@@H:13]2[NH:27][C@@H:26]([CH2:28][C:29]([CH3:32])([CH3:31])[CH3:30])[C@:15]3([C:19]4[CH:20]=[N:21][C:22]([Cl:24])=[CH:23][C:18]=4[NH:17][C:16]3=[O:25])[C@H:14]2[C:33]2[CH:38]=[CH:37][CH:36]=[C:35]([Cl:39])[C:34]=2[F:40])=[O:12])=[C:6]([O:41][CH3:42])[CH:5]=1)(=[O:3])[NH2:2].[C:43]([OH:46])(=O)[CH3:44].[Si]([O:54][CH2:55][CH:56]=[O:57])(C(C)(C)C)(C)C.[OH-].[Na+], predict the reaction product. (7) The product is: [Br:5][C:6]1[C:11]2[CH:12]=[C:13]([C:15]([CH3:17])([CH3:18])[CH3:16])[O:14][C:10]=2[C:9]([C:19]([OH:21])=[O:20])=[CH:8][C:7]=1[C:23]1[CH:28]=[CH:27][CH:26]=[CH:25][CH:24]=1. Given the reactants CO.[OH-].[K+].[Br:5][C:6]1[C:11]2[CH:12]=[C:13]([C:15]([CH3:18])([CH3:17])[CH3:16])[O:14][C:10]=2[C:9]([C:19]([O:21]C)=[O:20])=[CH:8][C:7]=1[C:23]1[CH:28]=[CH:27][CH:26]=[CH:25][CH:24]=1, predict the reaction product. (8) The product is: [Cl:1][C:2]([F:36])([F:35])[O:3][C:4]1[C:31]([F:32])=[C:30]([F:33])[CH:29]=[C:6]2[C:5]=1[N:16]([C:17]1[CH:22]=[CH:21][C:20]([CH2:23][N:24]3[CH2:28][CH2:27][CH2:26][CH2:25]3)=[CH:19][CH:18]=1)[CH:15]=[C:9]([C:10]([O:12][CH2:13][CH3:14])=[O:11])[C:7]2=[O:8]. Given the reactants [Cl:1][C:2]([F:36])([F:35])[O:3][C:4]1[C:5](F)=[C:6]([CH:29]=[C:30]([F:33])[C:31]=1[F:32])[C:7](/[C:9](=[CH:15]/[NH:16][C:17]1[CH:22]=[CH:21][C:20]([CH2:23][N:24]2[CH2:28][CH2:27][CH2:26][CH2:25]2)=[CH:19][CH:18]=1)/[C:10]([O:12][CH2:13][CH3:14])=[O:11])=[O:8].C(=O)([O-])[O-].[K+].[K+].C1OCCOCCOCCOCCOCCOC1, predict the reaction product. (9) Given the reactants [Cl:1][CH2:2][CH:3]([OH:6])[CH2:4][OH:5].[CH3:7][N:8]([CH3:17])[CH2:9][CH2:10][CH2:11][CH2:12][CH2:13][CH2:14][CH2:15][CH3:16].[OH-].[Na+].Cl.CN(C)C, predict the reaction product. The product is: [Cl-:1].[OH:6][CH:3]([CH2:4][OH:5])[CH2:2][N+:8]([CH2:9][CH2:10][CH2:11][CH2:12][CH2:13][CH2:14][CH2:15][CH3:16])([CH3:7])[CH3:17].